Dataset: Forward reaction prediction with 1.9M reactions from USPTO patents (1976-2016). Task: Predict the product of the given reaction. (1) Given the reactants [Cl:1][C:2]1[CH:3]=[CH:4][C:5]2[CH2:11][S:10](=[O:13])(=[O:12])[NH:9][N:8]=[C:7]([C:14]3[CH:19]=[CH:18][CH:17]=[C:16]([F:20])[CH:15]=3)[C:6]=2[CH:21]=1.[CH3:22]I, predict the reaction product. The product is: [F:20][C:16]1[CH:15]=[C:14]([C:7]2[C:6]3[CH:21]=[C:2]([Cl:1])[CH:3]=[CH:4][C:5]=3[CH2:11][S:10](=[O:12])(=[O:13])[N:9]([CH3:22])[N:8]=2)[CH:19]=[CH:18][CH:17]=1. (2) Given the reactants [Cl:1][C:2]1[C:23]([Cl:24])=[CH:22][C:5]2[N:6]([CH2:14][O:15][CH2:16][CH2:17][Si:18]([CH3:21])([CH3:20])[CH3:19])[C:7]([CH2:9][CH2:10][CH2:11][CH2:12][OH:13])=[N:8][C:4]=2[CH:3]=1.CC(OI1(OC(C)=O)(OC(C)=O)OC(=O)C2C=CC=CC1=2)=O, predict the reaction product. The product is: [Cl:1][C:2]1[C:23]([Cl:24])=[CH:22][C:5]2[N:6]([CH2:14][O:15][CH2:16][CH2:17][Si:18]([CH3:21])([CH3:20])[CH3:19])[C:7]([CH2:9][CH2:10][CH2:11][CH:12]=[O:13])=[N:8][C:4]=2[CH:3]=1. (3) Given the reactants [OH-].[Na+:2].[F:3][CH:4]([F:42])[O:5][C:6]1[CH:11]=[CH:10][CH:9]=[CH:8][C:7]=1[CH2:12][C:13]1[N:17]2[CH:18]=[C:19]([C:23]3[CH:24]=[N:25][C:26]([N:29]4[CH2:35][CH2:34][CH:33]5[C:31]([C:36]([O:38]CC)=[O:37])([CH2:32]5)[CH2:30]4)=[N:27][CH:28]=3)[C:20]([F:22])=[CH:21][C:16]2=[N:15][C:14]=1[CH3:41], predict the reaction product. The product is: [F:42][CH:4]([F:3])[O:5][C:6]1[CH:11]=[CH:10][CH:9]=[CH:8][C:7]=1[CH2:12][C:13]1[N:17]2[CH:18]=[C:19]([C:23]3[CH:24]=[N:25][C:26]([N:29]4[CH2:35][CH2:34][CH:33]5[C:31]([C:36]([O-:38])=[O:37])([CH2:32]5)[CH2:30]4)=[N:27][CH:28]=3)[C:20]([F:22])=[CH:21][C:16]2=[N:15][C:14]=1[CH3:41].[Na+:2]. (4) Given the reactants C(NC(C)C)(C)C.CCCCCC.[F:14][C:15]1([F:22])[CH2:20][CH2:19][C:18](=[O:21])[CH2:17][CH2:16]1.Cl[Si:24]([CH3:27])([CH3:26])[CH3:25].C(N(CC)CC)C.C(=O)([O-])O.[Na+], predict the reaction product. The product is: [F:14][C:15]1([F:22])[CH2:20][CH2:19][C:18]([O:21][Si:24]([CH3:27])([CH3:26])[CH3:25])=[CH:17][CH2:16]1. (5) The product is: [CH2:11]([O:12][C:13]1[C:18]([Br:19])=[CH:17][N:16]2[CH:22]=[N:21][N:20]=[C:15]2[CH:14]=1)[C:1]1[CH:10]=[CH:5][CH:6]=[CH:7][CH:8]=1. Given the reactants [C:1]12([CH2:11][O:12][C:13]3[C:18]([Br:19])=[CH:17][N:16]=[C:15]([NH:20][NH2:21])[CH:14]=3)[CH2:10][CH:5]3[CH2:6][CH:7](CC(C3)C1)[CH2:8]2.[CH2:22](OC1C(Br)=CN=C(NN)C=1)C1C=CC=CC=1, predict the reaction product. (6) The product is: [F:54][C:55]1[CH:76]=[CH:75][CH:74]=[C:73]([O:77][CH3:78])[C:56]=1[O:57][C:58]1[CH:64]=[C:63]([CH2:65][N:66]2[CH2:67][CH2:68][N:69]([CH3:72])[CH2:70][CH2:71]2)[CH:62]=[CH:61][C:59]=1[NH:60][C:39]([NH:79][C:80]1[S:81][CH:82]=[CH:83][N:84]=1)=[O:46]. Given the reactants FC1C=CC=C(OC)C=1OC1C([N+]([O-])=O)=C(C)C=CC=1.BrN1C(=O)CCC1=O.C(OO[C:39](=[O:46])C1C=CC=CC=1)(=O)C1C=CC=CC=1.CN1CCNCC1.[F:54][C:55]1[CH:76]=[CH:75][CH:74]=[C:73]([O:77][CH3:78])[C:56]=1[O:57][C:58]1[CH:64]=[C:63]([CH2:65][N:66]2[CH2:71][CH2:70][N:69]([CH3:72])[CH2:68][CH2:67]2)[CH:62]=[CH:61][C:59]=1[NH2:60].[NH2:79][C:80]1[S:81][CH:82]=[CH:83][N:84]=1, predict the reaction product.